This data is from Full USPTO retrosynthesis dataset with 1.9M reactions from patents (1976-2016). The task is: Predict the reactants needed to synthesize the given product. (1) Given the product [Cl:1][C:29]1[N:40]=[CH:41][C:25]([NH:24][C:23]2[O:13][C@@:5]3([CH2:4][N:3]=2)[CH:10]2[CH2:9][CH2:8][N:7]([CH2:12][CH2:11]2)[CH2:6]3)=[N:26][CH:27]=1, predict the reactants needed to synthesize it. The reactants are: [ClH:1].Cl.[NH2:3][CH2:4][C@@:5]1([OH:13])[CH:10]2[CH2:11][CH2:12][N:7]([CH2:8][CH2:9]2)[CH2:6]1.C([O-])([O-])=O.[Cs+].[Cs+].N([C:23]1C=[C:27]([C:29]2C=NC=CC=2)[N:26]=[CH:25][N:24]=1)=C=S.C(N=C=[N:40][CH:41](C)C)(C)C. (2) Given the product [CH2:15]([C:22]1[N:23]=[N:24][C:25]([NH:14][C:10]2[CH:11]=[CH:12][CH:13]=[C:8]([C:5]3[N:6]([CH3:7])[C:2]([CH3:1])=[N:3][CH:4]=3)[CH:9]=2)=[CH:26][CH:27]=1)[C:16]1[CH:21]=[CH:20][CH:19]=[CH:18][CH:17]=1, predict the reactants needed to synthesize it. The reactants are: [CH3:1][C:2]1[N:6]([CH3:7])[C:5]([C:8]2[CH:9]=[C:10]([NH2:14])[CH:11]=[CH:12][CH:13]=2)=[CH:4][N:3]=1.[CH2:15]([C:22]1[N:23]=[N:24][C:25](Cl)=[CH:26][CH:27]=1)[C:16]1[CH:21]=[CH:20][CH:19]=[CH:18][CH:17]=1.C(=O)([O-])[O-].[K+].[K+]. (3) Given the product [F:1][C:2]1[CH:10]=[C:9]2[C:5]([C:6]([CH3:13])([CH3:12])[N:7]([C:15]3[CH:20]=[N:19][CH:18]=[C:17]([CH2:21][OH:22])[CH:16]=3)[C:8]2=[O:11])=[CH:4][CH:3]=1, predict the reactants needed to synthesize it. The reactants are: [F:1][C:2]1[CH:10]=[C:9]2[C:5]([C:6]([CH3:13])([CH3:12])[NH:7][C:8]2=[O:11])=[CH:4][CH:3]=1.Br[C:15]1[CH:16]=[C:17]([CH2:21][OH:22])[CH:18]=[N:19][CH:20]=1.[C@H]1(N)CCCC[C@@H]1N.C([O-])([O-])=O.[Cs+].[Cs+]. (4) Given the product [S:29](=[C:5]([Br:17])[C:6]1[CH:11]=[CH:10][C:9]([F:12])=[CH:8][CH:7]=1)(=[O:31])=[O:30], predict the reactants needed to synthesize it. The reactants are: C([C:5]([Br:17])(CCCC)[C:6]1[CH:11]=[CH:10][C:9]([F:12])=[CH:8][CH:7]=1)CCC.C1C=C(Cl)C=C(C(OO)=O)C=1.[S:29]([O-])([O-:31])=[O:30].[Na+].[Na+].C(OCC)(=O)C. (5) The reactants are: [CH3:1][C:2]1[C:11]2[CH:10]=[N:9][C:8](S(C)=O)=[N:7][C:6]=2[N:5]([C:15]2[CH:16]=[C:17]([NH:21][C:22](=[O:25])[CH:23]=[CH2:24])[CH:18]=[CH:19][CH:20]=2)[C:4](=[O:26])[CH:3]=1.[CH3:27][N:28]1[CH2:33][CH2:32][N:31]([C:34]2[CH:40]=[CH:39][C:37]([NH2:38])=[CH:36][CH:35]=2)[CH2:30][CH2:29]1.CCN(C(C)C)C(C)C. Given the product [CH3:1][C:2]1[C:11]2[CH:10]=[N:9][C:8]([NH:38][C:37]3[CH:36]=[CH:35][C:34]([N:31]4[CH2:30][CH2:29][N:28]([CH3:27])[CH2:33][CH2:32]4)=[CH:40][CH:39]=3)=[N:7][C:6]=2[N:5]([C:15]2[CH:16]=[C:17]([NH:21][C:22](=[O:25])[CH:23]=[CH2:24])[CH:18]=[CH:19][CH:20]=2)[C:4](=[O:26])[CH:3]=1, predict the reactants needed to synthesize it. (6) Given the product [Cl:1][C:2]1[C:3]([C:8]([N:13]([O:14][CH3:15])[CH3:12])=[O:10])=[N:4][CH:5]=[CH:6][N:7]=1, predict the reactants needed to synthesize it. The reactants are: [Cl:1][C:2]1[C:3]([C:8]([OH:10])=O)=[N:4][CH:5]=[CH:6][N:7]=1.Cl.[CH3:12][NH:13][O:14][CH3:15].CCN(C(C)C)C(C)C. (7) Given the product [CH3:19][N:20]([CH3:22])[CH:21]=[CH:7][C:4]1[CH:5]=[CH:6][N:1]=[C:2]([CH3:8])[CH:3]=1, predict the reactants needed to synthesize it. The reactants are: [N:1]1[CH:6]=[CH:5][C:4]([CH3:7])=[CH:3][C:2]=1[CH3:8].[Li]CCCC.C(NCC)C.[CH3:19][N:20]([CH:22]=O)[CH3:21]. (8) Given the product [Br:9][C:10]1[CH:11]=[C:12]([CH2:13][O:8][C:4]2[CH:3]=[C:2]([Br:1])[CH:7]=[CH:6][CH:5]=2)[CH:15]=[CH:16][CH:17]=1, predict the reactants needed to synthesize it. The reactants are: [Br:1][C:2]1[CH:3]=[C:4]([OH:8])[CH:5]=[CH:6][CH:7]=1.[Br:9][C:10]1[CH:11]=[C:12]([CH:15]=[CH:16][CH:17]=1)[CH2:13]Br.C([O-])([O-])=O.[K+].[K+]. (9) Given the product [N:14]1([C:19]2[CH:20]=[C:21]([N:25]([C:2]3[CH:7]=[CH:6][CH:5]=[C:4]([C:8]4[CH:13]=[CH:12][CH:11]=[CH:10][N:9]=4)[CH:3]=3)[C:26]3[CH:27]=[CH:28][CH:29]=[CH:30][CH:31]=3)[CH:22]=[CH:23][CH:24]=2)[CH:18]=[CH:17][CH:16]=[N:15]1, predict the reactants needed to synthesize it. The reactants are: Cl[C:2]1[CH:3]=[C:4]([C:8]2[CH:13]=[CH:12][CH:11]=[CH:10][N:9]=2)[CH:5]=[CH:6][CH:7]=1.[N:14]1([C:19]2[CH:20]=[C:21]([NH:25][C:26]3[CH:31]=[CH:30][CH:29]=[CH:28][CH:27]=3)[CH:22]=[CH:23][CH:24]=2)[CH:18]=[CH:17][CH:16]=[N:15]1.CC(C)([O-])C.[Na+].C(P(C(C)(C)C)C1(C)CC1(C1C=CC=CC=1)C1C=CC=CC=1)(C)(C)C.[Cl-].[NH4+].